This data is from Rat liver microsome stability data. The task is: Regression/Classification. Given a drug SMILES string, predict its absorption, distribution, metabolism, or excretion properties. Task type varies by dataset: regression for continuous measurements (e.g., permeability, clearance, half-life) or binary classification for categorical outcomes (e.g., BBB penetration, CYP inhibition). Dataset: rlm. (1) The drug is COc1cccc(CNc2ccc(S(=O)(=O)Nc3ccccc3)cc2)c1Cl. The result is 1 (stable in rat liver microsomes). (2) The drug is NC(=O)[C@]12CC3CC(C1)[C@@H](OC(=O)N1CC[C@@H](Nc4ncccc4C(F)(F)F)C1)C(C3)C2. The result is 1 (stable in rat liver microsomes). (3) The molecule is Cc1ccc(S(=O)(=O)N[C@@H](Cc2ccccc2)C(=O)CCl)cc1. The result is 1 (stable in rat liver microsomes). (4) The molecule is c1ccc(-c2cc(Nc3nc(-c4ccncc4)nc4ccccc34)n[nH]2)cc1. The result is 1 (stable in rat liver microsomes).